From a dataset of Reaction yield outcomes from USPTO patents with 853,638 reactions. Predict the reaction yield, written as a fraction of the theoretical maximum amount of product (1.0 means a 100% yield; for example, 0.34 means a 34% yield). (1) The reactants are [S:1]([Cl:5])(=O)(=[O:3])[OH:2].[C:6]1([N:12]2[CH2:17][CH2:16][O:15][CH2:14][CH2:13]2)[CH:11]=[CH:10][CH:9]=[CH:8][CH:7]=1. The catalyst is [Cl-].[Na+].O. The product is [O:15]1[CH2:16][CH2:17][N:12]([C:6]2[CH:11]=[CH:10][C:9]([S:1]([Cl:5])(=[O:3])=[O:2])=[CH:8][CH:7]=2)[CH2:13][CH2:14]1. The yield is 0.150. (2) The reactants are Cl[CH2:2][C:3]([NH:5][C:6]1[CH:7]=[C:8]([CH:23]=[CH:24][C:25]=1[O:26][C:27]([F:30])([F:29])[F:28])[C:9]([NH:11][C:12]1[S:13][C:14]([C:17]2[CH:22]=[CH:21][CH:20]=[CH:19][CH:18]=2)=[N:15][N:16]=1)=[O:10])=[O:4].Cl.Cl.[CH3:33][N:34]1[CH2:39][CH2:38][NH:37][CH2:36][CH:35]1[CH3:40].[I-].[K+].C(N(C(C)C)C(C)C)C. The catalyst is CN(C=O)C.O. The product is [CH3:40][CH:35]1[N:34]([CH3:33])[CH2:39][CH2:38][N:37]([CH2:2][C:3]([NH:5][C:6]2[CH:7]=[C:8]([CH:23]=[CH:24][C:25]=2[O:26][C:27]([F:30])([F:29])[F:28])[C:9]([NH:11][C:12]2[S:13][C:14]([C:17]3[CH:22]=[CH:21][CH:20]=[CH:19][CH:18]=3)=[N:15][N:16]=2)=[O:10])=[O:4])[CH2:36]1. The yield is 0.200. (3) The reactants are IC.[Br:3][C:4]1[C:5]2[O:13][C:12]([CH:14]=[O:15])=[CH:11][C:6]=2[C:7](=[O:10])[NH:8][CH:9]=1.[C:16](=O)([O-])[O-].[Cs+].[Cs+]. The catalyst is O1CCCC1. The product is [Br:3][C:4]1[C:5]2[O:13][C:12]([CH:14]=[O:15])=[CH:11][C:6]=2[C:7](=[O:10])[N:8]([CH3:16])[CH:9]=1. The yield is 0.960.